From a dataset of Full USPTO retrosynthesis dataset with 1.9M reactions from patents (1976-2016). Predict the reactants needed to synthesize the given product. (1) Given the product [Cl:12][C:13]1[CH:18]=[C:17]([NH:19][C:2]2[N:7]=[C:6]([C:8]([F:11])([F:10])[F:9])[CH:5]=[CH:4][N:3]=2)[CH:16]=[C:15]([CH3:20])[N:14]=1, predict the reactants needed to synthesize it. The reactants are: Cl[C:2]1[N:7]=[C:6]([C:8]([F:11])([F:10])[F:9])[CH:5]=[CH:4][N:3]=1.[Cl:12][C:13]1[CH:18]=[C:17]([NH2:19])[CH:16]=[C:15]([CH3:20])[N:14]=1.CC1(C)C2C(=C(P(C3C=CC=CC=3)C3C=CC=CC=3)C=CC=2)OC2C(P(C3C=CC=CC=3)C3C=CC=CC=3)=CC=CC1=2.C(=O)([O-])[O-].[Cs+].[Cs+]. (2) Given the product [Br:1][C:2]1[C:3]([C:10]([F:11])([F:12])[F:13])=[C:4]([C:5](=[NH:6])[NH:20][OH:21])[CH:7]=[CH:8][CH:9]=1, predict the reactants needed to synthesize it. The reactants are: [Br:1][C:2]1[C:3]([C:10]([F:13])([F:12])[F:11])=[C:4]([CH:7]=[CH:8][CH:9]=1)[C:5]#[N:6].C(=O)(O)[O-].[Na+].Cl.[NH2:20][OH:21].